This data is from NCI-60 drug combinations with 297,098 pairs across 59 cell lines. The task is: Regression. Given two drug SMILES strings and cell line genomic features, predict the synergy score measuring deviation from expected non-interaction effect. (1) Drug 1: C1CN1C2=NC(=NC(=N2)N3CC3)N4CC4. Drug 2: CC1=CC2C(CCC3(C2CCC3(C(=O)C)OC(=O)C)C)C4(C1=CC(=O)CC4)C. Cell line: UO-31. Synergy scores: CSS=22.6, Synergy_ZIP=-7.47, Synergy_Bliss=-1.00, Synergy_Loewe=-6.73, Synergy_HSA=-0.586. (2) Drug 1: CS(=O)(=O)CCNCC1=CC=C(O1)C2=CC3=C(C=C2)N=CN=C3NC4=CC(=C(C=C4)OCC5=CC(=CC=C5)F)Cl. Drug 2: C1CCC(C(C1)N)N.C(=O)(C(=O)[O-])[O-].[Pt+4]. Cell line: SF-268. Synergy scores: CSS=17.2, Synergy_ZIP=-7.74, Synergy_Bliss=-2.01, Synergy_Loewe=-0.157, Synergy_HSA=0.714. (3) Drug 1: CC1C(C(CC(O1)OC2CC(CC3=C2C(=C4C(=C3O)C(=O)C5=C(C4=O)C(=CC=C5)OC)O)(C(=O)CO)O)N)O.Cl. Drug 2: C1=NC2=C(N1)C(=S)N=CN2. Cell line: MCF7. Synergy scores: CSS=27.8, Synergy_ZIP=-2.54, Synergy_Bliss=2.40, Synergy_Loewe=-6.03, Synergy_HSA=1.92. (4) Drug 1: C1C(C(OC1N2C=C(C(=O)NC2=O)F)CO)O. Drug 2: CC1=C(N=C(N=C1N)C(CC(=O)N)NCC(C(=O)N)N)C(=O)NC(C(C2=CN=CN2)OC3C(C(C(C(O3)CO)O)O)OC4C(C(C(C(O4)CO)O)OC(=O)N)O)C(=O)NC(C)C(C(C)C(=O)NC(C(C)O)C(=O)NCCC5=NC(=CS5)C6=NC(=CS6)C(=O)NCCC[S+](C)C)O. Cell line: PC-3. Synergy scores: CSS=18.1, Synergy_ZIP=-7.95, Synergy_Bliss=-4.48, Synergy_Loewe=-7.12, Synergy_HSA=0.401. (5) Drug 1: C1CCC(C1)C(CC#N)N2C=C(C=N2)C3=C4C=CNC4=NC=N3. Drug 2: CC1CCC2CC(C(=CC=CC=CC(CC(C(=O)C(C(C(=CC(C(=O)CC(OC(=O)C3CCCCN3C(=O)C(=O)C1(O2)O)C(C)CC4CCC(C(C4)OC)OCCO)C)C)O)OC)C)C)C)OC. Cell line: HCC-2998. Synergy scores: CSS=0.629, Synergy_ZIP=-0.624, Synergy_Bliss=0.769, Synergy_Loewe=-12.1, Synergy_HSA=-3.66.